Regression. Given a peptide amino acid sequence and an MHC pseudo amino acid sequence, predict their binding affinity value. This is MHC class II binding data. From a dataset of Peptide-MHC class II binding affinity with 134,281 pairs from IEDB. (1) The peptide sequence is IVACAKFTCAKSMSL. The MHC is DRB1_1302 with pseudo-sequence DRB1_1302. The binding affinity (normalized) is 0.319. (2) The peptide sequence is TTVLDFHPGAGKTRR. The MHC is DRB1_0901 with pseudo-sequence DRB1_0901. The binding affinity (normalized) is 0.413. (3) The peptide sequence is QTYYLSMEYLQGRAL. The MHC is DRB1_1201 with pseudo-sequence DRB1_1201. The binding affinity (normalized) is 0.361. (4) The peptide sequence is VLVMLVLLILAYRRRWRRLTV. The MHC is DRB5_0101 with pseudo-sequence DRB5_0101. The binding affinity (normalized) is 0.526. (5) The peptide sequence is TPTNASHIQSAVVCG. The MHC is HLA-DPA10201-DPB10101 with pseudo-sequence HLA-DPA10201-DPB10101. The binding affinity (normalized) is 0. (6) The peptide sequence is DYNFQPSTEQLKNIQ. The MHC is DRB1_0101 with pseudo-sequence DRB1_0101. The binding affinity (normalized) is 0.450. (7) The peptide sequence is VGNVAWMHVLAAKYI. The MHC is DRB1_0101 with pseudo-sequence DRB1_0101. The binding affinity (normalized) is 0.622.